Dataset: Forward reaction prediction with 1.9M reactions from USPTO patents (1976-2016). Task: Predict the product of the given reaction. (1) Given the reactants [C:1]([O:5][C:6](=[O:15])[NH:7][CH2:8][CH:9]1[CH2:14][CH2:13][NH:12][CH2:11][CH2:10]1)([CH3:4])([CH3:3])[CH3:2].[CH3:16][N:17]1[CH2:21][CH2:20][N:19]([C:22]2[CH:27]=[CH:26][C:25]([S:28](Cl)(=[O:30])=[O:29])=[CH:24][CH:23]=2)[C:18]1=[O:32].C(N(C(C)C)CC)(C)C, predict the reaction product. The product is: [C:1]([O:5][C:6](=[O:15])[NH:7][CH2:8][CH:9]1[CH2:10][CH2:11][N:12]([S:28]([C:25]2[CH:26]=[CH:27][C:22]([N:19]3[CH2:20][CH2:21][N:17]([CH3:16])[C:18]3=[O:32])=[CH:23][CH:24]=2)(=[O:30])=[O:29])[CH2:13][CH2:14]1)([CH3:4])([CH3:2])[CH3:3]. (2) Given the reactants O[N:2]=[CH:3][C:4]1[CH:19]=[CH:18][C:7]([O:8][C@@H:9]([CH:15]([CH3:17])[CH3:16])[C:10]([O:12][CH2:13][CH3:14])=[O:11])=[CH:6][CH:5]=1.[C:20](O[C:20]([O:22][C:23]([CH3:26])([CH3:25])[CH3:24])=[O:21])([O:22][C:23]([CH3:26])([CH3:25])[CH3:24])=[O:21], predict the reaction product. The product is: [C:23]([O:22][C:20]([NH:2][CH2:3][C:4]1[CH:19]=[CH:18][C:7]([O:8][C@@H:9]([CH:15]([CH3:17])[CH3:16])[C:10]([O:12][CH2:13][CH3:14])=[O:11])=[CH:6][CH:5]=1)=[O:21])([CH3:26])([CH3:25])[CH3:24]. (3) Given the reactants [Mn]([O-])(=O)(=O)=[O:2].[K+].[Br:7][C:8]1[CH:13]=[CH:12][C:11]([CH3:14])=[C:10]([N+:15]([O-:17])=[O:16])[CH:9]=1.[OH2:18], predict the reaction product. The product is: [Br:7][C:8]1[CH:13]=[CH:12][C:11]([C:14]([OH:2])=[O:18])=[C:10]([N+:15]([O-:17])=[O:16])[CH:9]=1.